Dataset: Reaction yield outcomes from USPTO patents with 853,638 reactions. Task: Predict the reaction yield, written as a fraction of the theoretical maximum amount of product (1.0 means a 100% yield; for example, 0.34 means a 34% yield). The reactants are [Br:1][CH2:2][C:3]([C:5]1[CH:10]=[C:9]([F:11])[C:8]([F:12])=[CH:7][C:6]=1[F:13])=[O:4].[O:14]1[CH:18]=[CH:17][N:16]=[C:15]1[NH2:19].C1COCC1. The catalyst is C(#N)C. The product is [BrH:1].[NH:19]=[C:15]1[N:16]([CH2:2][C:3]([C:5]2[CH:10]=[C:9]([F:11])[C:8]([F:12])=[CH:7][C:6]=2[F:13])=[O:4])[CH:17]=[CH:18][O:14]1. The yield is 0.790.